This data is from Reaction yield outcomes from USPTO patents with 853,638 reactions. The task is: Predict the reaction yield, written as a fraction of the theoretical maximum amount of product (1.0 means a 100% yield; for example, 0.34 means a 34% yield). (1) The reactants are [CH3:1][C:2]([O:41][CH2:42][C@@H:43]1[CH2:45][O:44]1)([CH3:40])[CH2:3][N:4]1[CH:8]=[CH:7][C:6]([NH:9][C:10]([CH:12]2[CH:16]([C:17]3[CH:22]=[CH:21][CH:20]=[C:19]([Cl:23])[C:18]=3[F:24])[C:15]([C:27]3[CH:32]=[CH:31][C:30]([Cl:33])=[CH:29][C:28]=3[F:34])([C:25]#[N:26])[CH:14]([CH2:35][C:36]([CH3:39])([CH3:38])[CH3:37])[NH:13]2)=[O:11])=[N:5]1.O.CC(C)=[O:49].Cl(O)(=O)(=O)=O. The catalyst is C(OCC)(=O)C. The product is [OH:49][C@@H:43]([CH2:45][OH:44])[CH2:42][O:41][C:2]([CH3:40])([CH3:1])[CH2:3][N:4]1[CH:8]=[CH:7][C:6]([NH:9][C:10]([CH:12]2[CH:16]([C:17]3[CH:22]=[CH:21][CH:20]=[C:19]([Cl:23])[C:18]=3[F:24])[C:15]([C:27]3[CH:32]=[CH:31][C:30]([Cl:33])=[CH:29][C:28]=3[F:34])([C:25]#[N:26])[CH:14]([CH2:35][C:36]([CH3:39])([CH3:37])[CH3:38])[NH:13]2)=[O:11])=[N:5]1. The yield is 0.420. (2) The reactants are [Cl:1][C:2]1[N:7]=[CH:6][C:5]([OH:8])=[CH:4][CH:3]=1.Br[CH2:10][C:11]1[CH:16]=[CH:15][CH:14]=[CH:13][CH:12]=1.C(=O)([O-])[O-].[K+].[K+].CN(C=O)C. The catalyst is O. The product is [CH2:10]([O:8][C:5]1[CH:4]=[CH:3][C:2]([Cl:1])=[N:7][CH:6]=1)[C:11]1[CH:16]=[CH:15][CH:14]=[CH:13][CH:12]=1. The yield is 0.999.